From a dataset of Catalyst prediction with 721,799 reactions and 888 catalyst types from USPTO. Predict which catalyst facilitates the given reaction. (1) Reactant: [BH4-].[Li+].[C:3]([O:7][C:8]([N:10]([C:24]1[CH:29]=[C:28]([N:30]([C:32]([O:34][C:35]([CH3:38])([CH3:37])[CH3:36])=[O:33])[CH3:31])[N:27]=[CH:26][N:25]=1)[C:11]1[CH:20]=[CH:19][C:14]([C:15](OC)=[O:16])=[CH:13][C:12]=1[N+:21]([O-:23])=[O:22])=[O:9])([CH3:6])([CH3:5])[CH3:4]. Product: [C:3]([O:7][C:8]([N:10]([C:11]1[CH:20]=[CH:19][C:14]([CH2:15][OH:16])=[CH:13][C:12]=1[N+:21]([O-:23])=[O:22])[C:24]1[N:25]=[CH:26][N:27]=[C:28]([N:30]([CH3:31])[C:32](=[O:33])[O:34][C:35]([CH3:37])([CH3:38])[CH3:36])[CH:29]=1)=[O:9])([CH3:4])([CH3:5])[CH3:6]. The catalyst class is: 1. (2) Product: [Cl:27][C:14]1[CH:15]=[C:16]2[C:11](=[CH:12][CH:13]=1)[N:10]=[C:9]([N:28]([CH2:31][CH3:32])[CH2:29][CH3:30])[C:8]([C:6]([OH:7])=[O:5])=[C:17]2[C:18]1[CH:23]=[CH:22][CH:21]=[C:20]([CH:24]([CH3:26])[CH3:25])[CH:19]=1. The catalyst class is: 225. Reactant: C([O:5][C:6]([C:8]1[C:9]([N:28]([CH2:31][CH3:32])[CH2:29][CH3:30])=[N:10][C:11]2[C:16]([C:17]=1[C:18]1[CH:23]=[CH:22][CH:21]=[C:20]([CH:24]([CH3:26])[CH3:25])[CH:19]=1)=[CH:15][C:14]([Cl:27])=[CH:13][CH:12]=2)=[O:7])(C)(C)C.Cl. (3) Reactant: [Br:1][C:2]1[C:7](=[O:8])[NH:6][N:5]=[CH:4][C:3]=1[N:9]1[CH2:14][CH2:13][CH:12]([C:15]2[CH:22]=[CH:21][CH:20]=[CH:19][C:16]=2[C:17]#[N:18])[CH2:11][CH2:10]1.[C:23](O[C:23]([O:25][C:26]([CH3:29])([CH3:28])[CH3:27])=[O:24])([O:25][C:26]([CH3:29])([CH3:28])[CH3:27])=[O:24].C(N(CC)CC)C. Product: [Br:1][C:2]1[C:7](=[O:8])[N:6]([C:23]([O:25][C:26]([CH3:29])([CH3:28])[CH3:27])=[O:24])[N:5]=[CH:4][C:3]=1[N:9]1[CH2:14][CH2:13][CH:12]([C:15]2[CH:22]=[CH:21][CH:20]=[CH:19][C:16]=2[C:17]#[N:18])[CH2:11][CH2:10]1. The catalyst class is: 2. (4) Reactant: C([N:3](CC)CC)C.ClC(OCC)=O.[C:14]([N:21]1[CH2:26][CH2:25][CH2:24][CH:23]([C:27]([OH:29])=O)[CH2:22]1)([O:16][C:17]([CH3:20])([CH3:19])[CH3:18])=[O:15]. Product: [C:17]([O:16][C:14]([N:21]1[CH2:26][CH2:25][CH2:24][CH:23]([C:27](=[O:29])[NH2:3])[CH2:22]1)=[O:15])([CH3:20])([CH3:19])[CH3:18]. The catalyst class is: 22. (5) Reactant: [F:1][C:2]1[CH:7]=[C:6](C)[CH:5]=[CH:4][C:3]=1[C@:9]1([CH3:20])[CH2:14][C@@H:13]([C:15]([F:18])([F:17])[F:16])[O:12][C:11]([NH2:19])=[N:10]1.FC(F)(F)S(O)(=O)=O.I[N:30]1[C:34](=O)[CH2:33][CH2:32][C:31]1=O.C([O-])(O)=O.[Na+]. Product: [NH2:19][C:11]1[O:12][C@H:13]([C:15]([F:17])([F:18])[F:16])[CH2:14][C@:9]([C:3]2[CH:4]=[C:5]([C:31]#[C:32][C:33]3[CH:2]=[C:3]([C:9]#[N:10])[CH:4]=[N:30][CH:34]=3)[CH:6]=[CH:7][C:2]=2[F:1])([CH3:20])[N:10]=1. The catalyst class is: 4.